Predict the product of the given reaction. From a dataset of Forward reaction prediction with 1.9M reactions from USPTO patents (1976-2016). (1) Given the reactants [N+:1]([CH:4]=[CH:5][C:6]1[C:14]2[O:13][CH2:12][O:11][C:10]=2[CH:9]=[CH:8][CH:7]=1)([O-])=O.[H-].[Al+3].[Li+].[H-].[H-].[H-], predict the reaction product. The product is: [O:11]1[C:10]2[CH:9]=[CH:8][CH:7]=[C:6]([CH2:5][CH2:4][NH2:1])[C:14]=2[O:13][CH2:12]1. (2) Given the reactants C([N:8]1[CH:12]=[C:11]([C:13]2[O:14][C:15]3[C:35]([O:36]CC4C=CC=CC=4)=[C:34]([O:44][CH3:45])[CH:33]=[CH:32][C:16]=3[C:17]=2[C:18]([C:20]2[CH:25]=[C:24]([O:26][CH3:27])[C:23]([O:28][CH3:29])=[C:22]([O:30][CH3:31])[CH:21]=2)=[O:19])[CH:10]=[N:9]1)C1C=CC=CC=1, predict the reaction product. The product is: [OH:36][C:35]1[C:15]2[O:14][C:13]([C:11]3[CH:10]=[N:9][NH:8][CH:12]=3)=[C:17]([C:18]([C:20]3[CH:21]=[C:22]([O:30][CH3:31])[C:23]([O:28][CH3:29])=[C:24]([O:26][CH3:27])[CH:25]=3)=[O:19])[C:16]=2[CH:32]=[CH:33][C:34]=1[O:44][CH3:45].